From a dataset of Forward reaction prediction with 1.9M reactions from USPTO patents (1976-2016). Predict the product of the given reaction. (1) Given the reactants [OH:1][C@@H:2]1[CH2:7][CH2:6][N:5](C(OCC2C=CC=CC=2)=O)[CH2:4][C@H:3]1[NH:18][C:19]([C:21]1[S:22][CH:23]=[CH:24][N:25]=1)=[O:20].[Si](I)(C)(C)C.O, predict the reaction product. The product is: [OH:1][C@@H:2]1[CH2:7][CH2:6][NH:5][CH2:4][C@H:3]1[NH:18][C:19]([C:21]1[S:22][CH:23]=[CH:24][N:25]=1)=[O:20]. (2) Given the reactants [CH3:1][C:2]1[N:7]([C:8]2[CH:13]=[CH:12][CH:11]=[C:10]([C:14]([F:17])([F:16])[F:15])[CH:9]=2)[C:6](=[O:18])[C:5](=O)[NH:4][CH:3]=1.C(Br)(=O)C([Br:23])=O, predict the reaction product. The product is: [Br:23][C:5]1[C:6](=[O:18])[N:7]([C:8]2[CH:13]=[CH:12][CH:11]=[C:10]([C:14]([F:17])([F:16])[F:15])[CH:9]=2)[C:2]([CH3:1])=[CH:3][N:4]=1.